This data is from Catalyst prediction with 721,799 reactions and 888 catalyst types from USPTO. The task is: Predict which catalyst facilitates the given reaction. (1) Reactant: [Cl:1][C:2]1[N:7]2[N:8]=[C:9]([C:23]3[CH:28]=[CH:27][C:26]([F:29])=[CH:25][CH:24]=3)[C:10]([C:11]3[CH:16]=[CH:15][N:14]=[C:13]([NH:17][CH:18]4[CH2:22][CH2:21][CH2:20][CH2:19]4)[N:12]=3)=[C:6]2[CH:5]=[CH:4][C:3]=1[C:30](OCC)([O:34]CC)[O:31][CH2:32][CH3:33].O.C1(C)C=CC(S(O)(=O)=O)=CC=1. Product: [Cl:1][C:2]1[N:7]2[N:8]=[C:9]([C:23]3[CH:28]=[CH:27][C:26]([F:29])=[CH:25][CH:24]=3)[C:10]([C:11]3[CH:16]=[CH:15][N:14]=[C:13]([NH:17][CH:18]4[CH2:22][CH2:21][CH2:20][CH2:19]4)[N:12]=3)=[C:6]2[CH:5]=[CH:4][C:3]=1[C:30]([O:31][CH2:32][CH3:33])=[O:34]. The catalyst class is: 95. (2) Reactant: C([N:8]1[CH2:31][CH2:30][C@@:15]23[C:16]4[CH:17]=[C:18]([O:23][C:24](=[O:29])[C:25]([CH3:28])([CH3:27])[CH3:26])[CH:19]=[CH:20][C:21]=4[CH2:22][C@@H:9]1[C@@H:10]2[CH2:11][CH2:12][CH2:13][CH2:14]3)(OC(C)(C)C)=O.O1CCOCC1.Cl.[CH3:39][S:40](Cl)(=[O:42])=[O:41]. Product: [CH3:39][S:40]([N:8]1[CH2:31][CH2:30][C@@:15]23[C:16]4[CH:17]=[C:18]([O:23][C:24](=[O:29])[C:25]([CH3:28])([CH3:27])[CH3:26])[CH:19]=[CH:20][C:21]=4[CH2:22][C@@H:9]1[C@@H:10]2[CH2:11][CH2:12][CH2:13][CH2:14]3)(=[O:42])=[O:41]. The catalyst class is: 2. (3) Reactant: [Cl:1][C:2]1[CH:9]=[CH:8][C:5]([CH:6]=O)=[C:4]([CH:10]([O:14][CH2:15][CH3:16])[O:11][CH2:12][CH3:13])[CH:3]=1.CC[N:19](C(C)C)C(C)C.Cl.N[C:28]1[CH:32]=[CH:31][NH:30][C:29]=1[C:33]([O:35][CH2:36][CH3:37])=[O:34].CC(O)=O.C([BH3-])#N.[Na+]. Product: [Cl:1][C:2]1[CH:9]=[CH:8][C:5]([CH2:6][NH:19][C:29]2([C:33]([O:35][CH2:36][CH3:37])=[O:34])[CH2:28][CH:32]=[CH:31][NH:30]2)=[C:4]([CH:10]([O:14][CH2:15][CH3:16])[O:11][CH2:12][CH3:13])[CH:3]=1. The catalyst class is: 24. (4) Reactant: [CH2:1]([P:3]([CH2:6][OH:7])(=[O:5])[OH:4])[CH3:2].[CH2:8](O)[CH2:9][CH2:10][CH3:11]. Product: [CH2:1]([P:3]([CH2:6][OH:7])(=[O:4])[O:5][CH2:8][CH2:9][CH2:10][CH3:11])[CH3:2]. The catalyst class is: 6.